Dataset: Forward reaction prediction with 1.9M reactions from USPTO patents (1976-2016). Task: Predict the product of the given reaction. Given the reactants [NH2:1][CH2:2][C:3]1[CH:4]=[C:5]([CH2:9][N:10]2[C:18]3[C:13](=[C:14]([O:20][CH3:21])[CH:15]=[C:16]([F:19])[CH:17]=3)[C:12]([NH:22][S:23]([C:26]3[S:27][C:28]([Cl:31])=[CH:29][CH:30]=3)(=[O:25])=[O:24])=[N:11]2)[CH:6]=[CH:7][CH:8]=1.C([O:35][C:36]([CH3:41])([CH3:40])[C:37](Cl)=[O:38])(=O)C.C(=O)([O-])[O-].[K+].[K+].Cl, predict the reaction product. The product is: [Cl:31][C:28]1[S:27][C:26]([S:23]([NH:22][C:12]2[C:13]3[C:18](=[CH:17][C:16]([F:19])=[CH:15][C:14]=3[O:20][CH3:21])[N:10]([CH2:9][C:5]3[CH:4]=[C:3]([CH2:2][NH:1][C:37](=[O:38])[C:36]([OH:35])([CH3:41])[CH3:40])[CH:8]=[CH:7][CH:6]=3)[N:11]=2)(=[O:25])=[O:24])=[CH:30][CH:29]=1.